Dataset: Reaction yield outcomes from USPTO patents with 853,638 reactions. Task: Predict the reaction yield, written as a fraction of the theoretical maximum amount of product (1.0 means a 100% yield; for example, 0.34 means a 34% yield). (1) The reactants are [CH2:1]([O:3][C:4]([N:6]1[C:14]2[C:9](=[CH:10][CH:11]=[C:12]([Cl:15])[CH:13]=2)/[C:8](=[CH:16]/[C:17]2[CH:22]=[CH:21][CH:20]=[C:19]([Cl:23])[CH:18]=2)/[C:7]1=[O:24])=[O:5])[CH3:2].[F:25][C:26]1[CH:27]=[C:28]([CH:32]=[N:33][C:34]([O:36][Si](C)(C)C)=[CH2:35])[CH:29]=[CH:30][CH:31]=1. The catalyst is C1(C)C=CC=CC=1. The product is [CH2:1]([O:3][C:4]([N:6]1[C:14]2[C:9](=[CH:10][CH:11]=[C:12]([Cl:15])[CH:13]=2)[C:8]2([CH:16]([C:17]3[CH:22]=[CH:21][CH:20]=[C:19]([Cl:23])[CH:18]=3)[CH2:35][C:34](=[O:36])[NH:33][CH:32]2[C:28]2[CH:29]=[CH:30][CH:31]=[C:26]([F:25])[CH:27]=2)[C:7]1=[O:24])=[O:5])[CH3:2]. The yield is 0.970. (2) The reactants are [CH:1]1([C:4]2[CH:24]=[CH:23][C:7]([CH2:8][NH:9][CH2:10][CH2:11][C:12]3[CH:17]=[CH:16][C:15](F)=[C:14]([C:19]([F:22])([F:21])[F:20])[CH:13]=3)=[CH:6][CH:5]=2)[CH2:3][CH2:2]1.[C:25]12(CC1)C1C(=CC(C=O)=CC=1)C[CH2:26]2.FC(F)(F)C1C=C(CCN)C=CC=1.[BH4-].[Na+]. No catalyst specified. The product is [F:21][C:19]([F:22])([F:20])[C:14]1[CH:13]=[C:12]([CH2:11][CH2:10][NH:9][CH2:8][C:7]2[CH:6]=[C:5]3[C:4](=[CH:24][CH:23]=2)[C:1]2([CH2:2][CH2:3]2)[CH2:26][CH2:25]3)[CH:17]=[CH:16][CH:15]=1. The yield is 0.880.